Dataset: Forward reaction prediction with 1.9M reactions from USPTO patents (1976-2016). Task: Predict the product of the given reaction. Given the reactants [CH2:1]([O:3][C:4]([N:6]1[CH2:11][CH2:10][CH:9]([N:12]2[C:16]3=[N:17][C:18]([N:21]([CH3:23])[CH3:22])=[CH:19][CH:20]=[C:15]3[NH:14][C:13]2=[O:24])[CH2:8][CH2:7]1)=[O:5])[CH3:2].[CH3:25][Si]([N-][Si](C)(C)C)(C)C.[K+].CI, predict the reaction product. The product is: [CH2:1]([O:3][C:4]([N:6]1[CH2:11][CH2:10][CH:9]([N:12]2[C:16]3=[N:17][C:18]([N:21]([CH3:23])[CH3:22])=[CH:19][CH:20]=[C:15]3[N:14]([CH3:25])[C:13]2=[O:24])[CH2:8][CH2:7]1)=[O:5])[CH3:2].